Dataset: Catalyst prediction with 721,799 reactions and 888 catalyst types from USPTO. Task: Predict which catalyst facilitates the given reaction. (1) Reactant: C([O:3][C:4]([C:6]1[C:7]2[CH:8]=[CH:9][N:10]([C:15]3[CH:16]=[N:17][CH:18]=[C:19]([C@@H:21]4[CH2:25][CH2:24][CH2:23][N:22]4[C:26](=[O:45])[C@@H:27]([NH:31][C:32](=[O:44])[C@@H:33]([N:35]([C:37]([O:39][C:40]([CH3:43])([CH3:42])[CH3:41])=[O:38])[CH3:36])[CH3:34])[CH:28]([CH3:30])[CH3:29])[CH:20]=3)[C:11]=2[CH:12]=[CH:13][CH:14]=1)=[O:5])C.[Li+].[OH-]. Product: [C:40]([O:39][C:37]([N:35]([CH3:36])[C@@H:33]([CH3:34])[C:32]([NH:31][C@@H:27]([CH:28]([CH3:29])[CH3:30])[C:26]([N:22]1[CH2:23][CH2:24][CH2:25][C@H:21]1[C:19]1[CH:20]=[C:15]([N:10]2[C:11]3[CH:12]=[CH:13][CH:14]=[C:6]([C:4]([OH:5])=[O:3])[C:7]=3[CH:8]=[CH:9]2)[CH:16]=[N:17][CH:18]=1)=[O:45])=[O:44])=[O:38])([CH3:43])([CH3:42])[CH3:41]. The catalyst class is: 87. (2) Reactant: [CH3:1][O:2][C:3]([C:5]1[N:6]([CH3:11])[N:7]=[C:8]([NH2:10])[CH:9]=1)=[O:4].[Cl:12][C:13]1[CH:14]=[C:15]([CH:18]=[CH:19][CH:20]=1)[CH:16]=O.FC(F)(F)C(O)=O.C([SiH](CC)CC)C. Product: [CH3:1][O:2][C:3]([C:5]1[N:6]([CH3:11])[N:7]=[C:8]([NH:10][CH2:16][C:15]2[CH:18]=[CH:19][CH:20]=[C:13]([Cl:12])[CH:14]=2)[CH:9]=1)=[O:4]. The catalyst class is: 10. (3) Reactant: [O:1]=[C:2]1[C:6](=[CH:7][C:8]2[O:12][C:11]([C:13]3[CH:14]=[C:15]([CH:19]=[CH:20][CH:21]=3)[C:16]([OH:18])=O)=[CH:10][CH:9]=2)[S:5][C:4](=[S:22])[NH:3]1.[N:23]1([CH2:28][CH2:29][NH2:30])[CH2:27][CH2:26][CH2:25][CH2:24]1.C1C=CC2N(O)N=NC=2C=1.CCN=C=NCCCN(C)C.CCN(C(C)C)C(C)C. Product: [O:1]=[C:2]1[C:6](=[CH:7][C:8]2[O:12][C:11]([C:13]3[CH:14]=[C:15]([CH:19]=[CH:20][CH:21]=3)[C:16]([NH:30][CH2:29][CH2:28][N:23]3[CH2:27][CH2:26][CH2:25][CH2:24]3)=[O:18])=[CH:10][CH:9]=2)[S:5][C:4](=[S:22])[NH:3]1. The catalyst class is: 34. (4) Reactant: [F:1][C:2]([F:24])([F:23])[CH:3]([CH:12](C(OCC)=O)[C:13]([O:15]CC)=[O:14])[NH:4][C:5]1[CH:10]=[CH:9][C:8]([F:11])=[CH:7][CH:6]=1.[OH-].[Na+].FF. Product: [F:24][C:2]([F:1])([F:23])[CH:3]([NH:4][C:5]1[CH:10]=[CH:9][C:8]([F:11])=[CH:7][CH:6]=1)[CH2:12][C:13]([OH:15])=[O:14]. The catalyst class is: 97.